Dataset: Catalyst prediction with 721,799 reactions and 888 catalyst types from USPTO. Task: Predict which catalyst facilitates the given reaction. (1) The catalyst class is: 1. Reactant: [CH3:1][N:2]1[C@H:6]([CH2:7][O:8][CH:9]2[CH2:14][CH2:13][CH2:12][CH2:11][O:10]2)[CH2:5][CH2:4][C:3]1=O.[CH3:16][CH2:17][Mg+].[Br-]. Product: [CH3:1][N:2]1[C@H:6]([CH2:7][O:8][CH:9]2[CH2:14][CH2:13][CH2:12][CH2:11][O:10]2)[CH2:5][CH2:4][C:3]21[CH2:17][CH2:16]2. (2) Reactant: CCN(S(F)(F)[F:7])CC.[CH3:10][O:11][C:12]1[CH:17]=[CH:16][CH:15]=[C:14]([O:18][CH3:19])[C:13]=1[CH:20]1[N:24]([CH2:25][C:26]2[CH:31]=[CH:30][C:29]([O:32][C:33]([F:36])([F:35])[F:34])=[CH:28][CH:27]=2)[C:23](=[O:37])[CH:22](O)[CH2:21]1.C([O-])(O)=O.[Na+]. Product: [CH3:19][O:18][C:14]1[CH:15]=[CH:16][CH:17]=[C:12]([O:11][CH3:10])[C:13]=1[CH:20]1[N:24]([CH2:25][C:26]2[CH:27]=[CH:28][C:29]([O:32][C:33]([F:35])([F:36])[F:34])=[CH:30][CH:31]=2)[C:23](=[O:37])[CH:22]([F:7])[CH2:21]1. The catalyst class is: 2. (3) Reactant: [C:1]([N:4]1[C:13]2[C:8](=[CH:9][C:10]([Br:14])=[CH:11][CH:12]=2)[C@H:7]([NH2:15])[CH2:6][C@@H:5]1[CH3:16])(=[O:3])[CH3:2].[ClH:17]. Product: [ClH:17].[C:1]([N:4]1[C:13]2[C:8](=[CH:9][C:10]([Br:14])=[CH:11][CH:12]=2)[C@H:7]([NH2:15])[CH2:6][C@@H:5]1[CH3:16])(=[O:3])[CH3:2]. The catalyst class is: 5.